Predict which catalyst facilitates the given reaction. From a dataset of Catalyst prediction with 721,799 reactions and 888 catalyst types from USPTO. (1) Reactant: [CH3:1][C:2]1[N:3]([CH2:14][CH2:15][N:16]2[CH2:20][CH2:19][CH2:18][CH2:17]2)[C:4]2[C:9]([CH:10]=1)=[CH:8][C:7]([N+:11]([O-])=O)=[CH:6][CH:5]=2. Product: [CH3:1][C:2]1[N:3]([CH2:14][CH2:15][N:16]2[CH2:20][CH2:19][CH2:18][CH2:17]2)[C:4]2[C:9]([CH:10]=1)=[CH:8][C:7]([NH2:11])=[CH:6][CH:5]=2. The catalyst class is: 29. (2) Reactant: [C:1]([N:3]1[C:11]2[CH:10]=[CH:9][C:8]([CH3:12])=[CH:7][C:6]=2[C:5]2[CH2:13][N:14]([CH3:17])[CH2:15][CH2:16][C:4]1=2)#[CH:2].Cl.Br[C:20]1[CH:25]=[CH:24][N:23]=[CH:22][CH:21]=1.CCCC[N+:30]([CH2:39][CH2:40][CH2:41][CH3:42])([CH2:35]CCC)CCCC.[F-:43].C(=O)(O)[O-]. Product: [F:43]/[C:2](/[C:41]1[CH:42]=[CH:35][N:30]=[CH:39][CH:40]=1)=[C:1](/[N:3]1[C:11]2[CH:10]=[CH:9][C:8]([CH3:12])=[CH:7][C:6]=2[C:5]2[CH2:13][N:14]([CH3:17])[CH2:15][CH2:16][C:4]1=2)\[C:20]1[CH:25]=[CH:24][N:23]=[CH:22][CH:21]=1. The catalyst class is: 6.